This data is from Forward reaction prediction with 1.9M reactions from USPTO patents (1976-2016). The task is: Predict the product of the given reaction. (1) Given the reactants [Li+].C[Si]([N-][Si](C)(C)C)(C)C.Cl[C:12]1[CH:13]=[C:14]2[C:19](=[CH:20][CH:21]=1)[CH:18]=[C:17]1[CH2:22][CH2:23][CH2:24][C:16]1=[C:15]2[C:25](=[O:27])[CH3:26].[CH3:28][NH:29][CH3:30], predict the reaction product. The product is: [CH3:28][N:29]([CH3:30])[C:12]1[CH:13]=[C:14]2[C:19](=[CH:20][CH:21]=1)[CH:18]=[C:17]1[CH2:22][CH2:23][CH2:24][C:16]1=[C:15]2[C:25](=[O:27])[CH3:26]. (2) Given the reactants [Br:1][C:2]1[C:18]([F:19])=[CH:17][C:5]([N:6]([CH:11]2[CH2:16][CH2:15][CH2:14][CH2:13][CH2:12]2)[CH2:7][CH:8]([CH3:10])[CH3:9])=[C:4]([N+:20]([O-])=O)[CH:3]=1.[Cl-].[NH4+], predict the reaction product. The product is: [Br:1][C:2]1[CH:3]=[C:4]([NH2:20])[C:5]([N:6]([CH:11]2[CH2:16][CH2:15][CH2:14][CH2:13][CH2:12]2)[CH2:7][CH:8]([CH3:10])[CH3:9])=[CH:17][C:18]=1[F:19]. (3) Given the reactants Br[C:2]1[C:6]([CH3:7])=[C:5]([C:8]2[CH:13]=[CH:12][C:11]([O:14]C)=[CH:10][CH:9]=2)[S:4][C:3]=1[CH:16]1[O:20]CCO1.C[O:22][C:23]1[CH:24]=[CH:25][C:26]([CH3:32])=[C:27](B(O)O)[CH:28]=1, predict the reaction product. The product is: [OH:22][C:23]1[CH:28]=[CH:27][C:26]([CH3:32])=[C:25]([C:2]2[C:6]([CH3:7])=[C:5]([C:8]3[CH:9]=[CH:10][C:11]([OH:14])=[CH:12][CH:13]=3)[S:4][C:3]=2[CH:16]=[O:20])[CH:24]=1. (4) Given the reactants [NH2:1][CH2:2][CH:3]([OH:5])[CH3:4].[C:6](Cl)(=[O:13])[C:7]1[CH:12]=[CH:11][N:10]=[CH:9][CH:8]=1.C(N(CC)CC)C, predict the reaction product. The product is: [OH:5][CH:3]([CH3:4])[CH2:2][NH:1][C:6](=[O:13])[C:7]1[CH:12]=[CH:11][N:10]=[CH:9][CH:8]=1. (5) Given the reactants [Cl:1][C:2]1[CH:41]=[CH:40][C:5]([CH2:6][C:7]2[N:8]=[C:9]([C:17]3[C:18]([CH3:39])=[N:19][N:20]4[CH:25]=[CH:24][C:23]([CH2:26][NH:27]CC5C=CC(OC)=CC=5OC)=[CH:22][C:21]=34)[S:10][C:11]=2[C:12]2[NH:16][CH:15]=[N:14][N:13]=2)=[CH:4][CH:3]=1.FC(F)(F)S(O)(=O)=O.C([O-])(O)=O.[Na+], predict the reaction product. The product is: [Cl:1][C:2]1[CH:3]=[CH:4][C:5]([CH2:6][C:7]2[N:8]=[C:9]([C:17]3[C:18]([CH3:39])=[N:19][N:20]4[CH:25]=[CH:24][C:23]([CH2:26][NH2:27])=[CH:22][C:21]=34)[S:10][C:11]=2[C:12]2[NH:16][CH:15]=[N:14][N:13]=2)=[CH:40][CH:41]=1. (6) Given the reactants [Cl:1][C:2]1[C:3]([C:8]2([CH3:15])[CH2:13][CH2:12][C:11](=[O:14])[CH2:10][CH2:9]2)=[N:4][CH:5]=[CH:6][CH:7]=1.[F:16][C:17]([F:36])([F:35])[S:18](N(C1C=CC=CC=1)[S:18]([C:17]([F:36])([F:35])[F:16])(=[O:20])=[O:19])(=[O:20])=[O:19].C[Si]([N-][Si](C)(C)C)(C)C.[Li+], predict the reaction product. The product is: [F:16][C:17]([F:36])([F:35])[S:18]([O:14][C:11]1[CH2:10][CH2:9][C:8]([C:3]2[C:2]([Cl:1])=[CH:7][CH:6]=[CH:5][N:4]=2)([CH3:15])[CH2:13][CH:12]=1)(=[O:20])=[O:19]. (7) Given the reactants Cl[C:2]1[N:11]=[CH:10][C:9]2[C:4](=[C:5]([O:12][CH3:13])[CH:6]=[CH:7][CH:8]=2)[N:3]=1.[F:14][C:15]1[CH:20]=[CH:19][CH:18]=[C:17]([F:21])[C:16]=1B(O)O.CCN(C(C)C)C(C)C.[Cl-], predict the reaction product. The product is: [F:14][C:15]1[CH:20]=[CH:19][CH:18]=[C:17]([F:21])[C:16]=1[C:2]1[N:11]=[CH:10][C:9]2[C:4](=[C:5]([O:12][CH3:13])[CH:6]=[CH:7][CH:8]=2)[N:3]=1.